Dataset: Full USPTO retrosynthesis dataset with 1.9M reactions from patents (1976-2016). Task: Predict the reactants needed to synthesize the given product. Given the product [CH3:1][O:2][C:3]([C:5]1[S:14][C:8]2[N:9]=[CH:10][N:11]=[C:12]([NH:21][C:20]3[CH:22]=[CH:23][C:17]([F:16])=[CH:18][C:19]=3[O:24][C@@H:25]3[CH2:30][CH2:29][CH2:28][O:27][CH2:26]3)[C:7]=2[C:6]=1[CH3:15])=[O:4], predict the reactants needed to synthesize it. The reactants are: [CH3:1][O:2][C:3]([C:5]1[S:14][C:8]2[N:9]=[CH:10][N:11]=[C:12](Cl)[C:7]=2[C:6]=1[CH3:15])=[O:4].[F:16][C:17]1[CH:23]=[CH:22][C:20]([NH2:21])=[C:19]([O:24][C@@H:25]2[CH2:30][CH2:29][CH2:28][O:27][CH2:26]2)[CH:18]=1.